From a dataset of Peptide-MHC class I binding affinity with 185,985 pairs from IEDB/IMGT. Regression. Given a peptide amino acid sequence and an MHC pseudo amino acid sequence, predict their binding affinity value. This is MHC class I binding data. (1) The peptide sequence is FQPDNGQFI. The MHC is H-2-Kb with pseudo-sequence H-2-Kb. The binding affinity (normalized) is 0.0352. (2) The peptide sequence is TIVSRSSRGV. The MHC is HLA-A68:02 with pseudo-sequence HLA-A68:02. The binding affinity (normalized) is 0.340. (3) The peptide sequence is DTVLEEMNL. The MHC is HLA-A31:01 with pseudo-sequence HLA-A31:01. The binding affinity (normalized) is 0. (4) The peptide sequence is QIIKLLPF. The MHC is HLA-A30:02 with pseudo-sequence HLA-A30:02. The binding affinity (normalized) is 0.